From a dataset of Reaction yield outcomes from USPTO patents with 853,638 reactions. Predict the reaction yield, written as a fraction of the theoretical maximum amount of product (1.0 means a 100% yield; for example, 0.34 means a 34% yield). The reactants are [F:1][C:2]([F:6])([F:5])[CH2:3][OH:4].[H-].[Na+].Cl[C:10]1[S:14][C:13]([C:15]([O:17][CH2:18][CH3:19])=[O:16])=[CH:12][CH:11]=1.Cl. The catalyst is C(OCC)(=O)C.O.CN(C)C=O. The product is [F:1][C:2]([F:6])([F:5])[CH2:3][O:4][C:10]1[S:14][C:13]([C:15]([O:17][CH2:18][CH3:19])=[O:16])=[CH:12][CH:11]=1. The yield is 0.180.